From a dataset of TCR-epitope binding with 47,182 pairs between 192 epitopes and 23,139 TCRs. Binary Classification. Given a T-cell receptor sequence (or CDR3 region) and an epitope sequence, predict whether binding occurs between them. (1) The epitope is SEVGPEHSLAEY. The TCR CDR3 sequence is CSVGPGRPGYTF. Result: 0 (the TCR does not bind to the epitope). (2) The TCR CDR3 sequence is CASSESEIPAGDTDTQYF. The epitope is GTSGSPIVNR. Result: 0 (the TCR does not bind to the epitope). (3) The epitope is FLKEKGGL. The TCR CDR3 sequence is CASSLDREVTGELFF. Result: 1 (the TCR binds to the epitope). (4) The epitope is LPAADLDDF. The TCR CDR3 sequence is CASSTRQAGEETQYF. Result: 1 (the TCR binds to the epitope). (5) The epitope is RTLNAWVKV. The TCR CDR3 sequence is CASSLGRVLYNEQFF. Result: 0 (the TCR does not bind to the epitope). (6) The epitope is LLFGYPVYV. The TCR CDR3 sequence is CASRPGLAGGRPEQYF. Result: 1 (the TCR binds to the epitope). (7) The epitope is QARQMVQAMRTIGTHP. The TCR CDR3 sequence is CASSNHPFAEAFF. Result: 1 (the TCR binds to the epitope).